This data is from Reaction yield outcomes from USPTO patents with 853,638 reactions. The task is: Predict the reaction yield, written as a fraction of the theoretical maximum amount of product (1.0 means a 100% yield; for example, 0.34 means a 34% yield). (1) The reactants are [Br:1][C:2]1[N:3]=[C:4]([C:9]#[C:10][Si](C)(C)C)[C:5]([NH2:8])=[N:6][CH:7]=1.[H-].[Na+].[C:17]1([CH3:27])[CH:22]=[CH:21][C:20]([S:23](Cl)(=[O:25])=[O:24])=[CH:19][CH:18]=1. The catalyst is CN(C=O)C. The product is [Br:1][C:2]1[N:3]=[C:4]2[CH:9]=[CH:10][N:8]([S:23]([C:20]3[CH:21]=[CH:22][C:17]([CH3:27])=[CH:18][CH:19]=3)(=[O:25])=[O:24])[C:5]2=[N:6][CH:7]=1. The yield is 0.520. (2) The catalyst is CN(C)C=O. The yield is 0.440. The product is [O:1]1[C:5]2[CH:6]=[CH:7][C:8]([C:10]3[CH:11]=[CH:12][C:13]([N:16]4[C:17](=[O:32])[N:18]([CH2:40][C:41]([NH2:43])=[O:42])[N:19]=[C:20]4[CH2:21][C@@H:22]4[CH2:26][CH2:25][N:24]([C:27]([CH:29]5[CH2:30][CH2:31]5)=[O:28])[CH2:23]4)=[CH:14][CH:15]=3)=[CH:9][C:4]=2[CH:3]=[CH:2]1. The reactants are [O:1]1[C:5]2[CH:6]=[CH:7][C:8]([C:10]3[CH:15]=[CH:14][C:13]([N:16]4[C:20]([CH2:21][C@@H:22]5[CH2:26][CH2:25][N:24]([C:27]([CH:29]6[CH2:31][CH2:30]6)=[O:28])[CH2:23]5)=[N:19][NH:18][C:17]4=[O:32])=[CH:12][CH:11]=3)=[CH:9][C:4]=2[CH:3]=[CH:2]1.C(=O)([O-])[O-].[K+].[K+].Cl[CH2:40][C:41]([NH2:43])=[O:42]. (3) No catalyst specified. The yield is 0.710. The product is [CH2:1]([C@H:3]1[N:12]([C:13](=[O:22])[C:14]2[CH:19]=[CH:18][C:17]([OH:20])=[CH:16][CH:15]=2)[C:11]2[C:6](=[CH:7][CH:8]=[C:9]([F:23])[CH:10]=2)[N:5]([CH3:24])[C:4]1=[O:25])[CH3:2]. The reactants are [CH2:1]([C@H:3]1[N:12]([C:13](=[O:22])[C:14]2[CH:19]=[CH:18][C:17]([O:20]C)=[CH:16][CH:15]=2)[C:11]2[C:6](=[CH:7][CH:8]=[C:9]([F:23])[CH:10]=2)[N:5]([CH3:24])[C:4]1=[O:25])[CH3:2].C([C@H]1N(C(=O)C2C=CC(O)=CC=2)C2C(=CC(F)=CC=2)N(C)C1=O)C. (4) The catalyst is COCCOC.C1C=CC([P]([Pd]([P](C2C=CC=CC=2)(C2C=CC=CC=2)C2C=CC=CC=2)([P](C2C=CC=CC=2)(C2C=CC=CC=2)C2C=CC=CC=2)[P](C2C=CC=CC=2)(C2C=CC=CC=2)C2C=CC=CC=2)(C2C=CC=CC=2)C2C=CC=CC=2)=CC=1. The product is [Cl:1][C:2]1[CH:3]=[C:4]([NH2:16])[CH:5]=[CH:6][C:7]=1[O:8][C:9]1[CH:14]=[CH:13][N:12]=[C:11]([C:21]2[CH:20]=[N:19][N:18]([CH3:17])[CH:22]=2)[CH:10]=1. The reactants are [Cl:1][C:2]1[CH:3]=[C:4]([NH2:16])[CH:5]=[CH:6][C:7]=1[O:8][C:9]1[CH:14]=[CH:13][N:12]=[C:11](Cl)[CH:10]=1.[CH3:17][N:18]1[CH:22]=[C:21](B2OC(C)(C)C(C)(C)O2)[CH:20]=[N:19]1.C([O-])([O-])=O.[K+].[K+].O. The yield is 0.830.